This data is from Forward reaction prediction with 1.9M reactions from USPTO patents (1976-2016). The task is: Predict the product of the given reaction. (1) Given the reactants [Cl:1][C:2]1[CH:3]=[C:4]([CH:8]2[C:13]([C:14]([OH:16])=O)=[C:12]([CH2:17][O:18][CH3:19])[NH:11][C:10](=[O:20])[NH:9]2)[CH:5]=[CH:6][CH:7]=1.[C:21]1([CH2:27][CH2:28][CH2:29][NH2:30])[CH:26]=[CH:25][CH:24]=[CH:23][CH:22]=1.CCN=C=NCCCN(C)C.Cl, predict the reaction product. The product is: [C:21]1([CH2:27][CH2:28][CH2:29][NH:30][C:14]([C:13]2[CH:8]([C:4]3[CH:5]=[CH:6][CH:7]=[C:2]([Cl:1])[CH:3]=3)[NH:9][C:10](=[O:20])[NH:11][C:12]=2[CH2:17][O:18][CH3:19])=[O:16])[CH:26]=[CH:25][CH:24]=[CH:23][CH:22]=1. (2) Given the reactants C([O:5][C:6]([C@:8]1([CH3:13])[CH2:12][CH2:11][CH2:10][NH:9]1)=O)CCC.[NH3:14], predict the reaction product. The product is: [CH3:13][C@@:8]1([C:6]([NH2:14])=[O:5])[CH2:12][CH2:11][CH2:10][NH:9]1. (3) Given the reactants Br[C:2]1[N:3]=[C:4]([N:12]2[CH2:17][CH2:16][N:15]([CH2:18][CH3:19])[CH2:14][CH2:13]2)[C:5]2[C:10]([CH:11]=1)=[CH:9][CH:8]=[CH:7][CH:6]=2.[CH2:20]1[CH2:48][O:47][C:22]2([CH2:27][CH2:26][N:25]([C:28]3[CH:33]=[CH:32][C:31]([Sn](CCCC)(CCCC)CCCC)=[CH:30][CH:29]=3)[CH2:24][CH2:23]2)[O:21]1, predict the reaction product. The product is: [CH2:20]1[CH2:48][O:47][C:22]2([CH2:27][CH2:26][N:25]([C:28]3[CH:33]=[CH:32][C:31]([C:2]4[N:3]=[C:4]([N:12]5[CH2:17][CH2:16][N:15]([CH2:18][CH3:19])[CH2:14][CH2:13]5)[C:5]5[C:10]([CH:11]=4)=[CH:9][CH:8]=[CH:7][CH:6]=5)=[CH:30][CH:29]=3)[CH2:24][CH2:23]2)[O:21]1. (4) Given the reactants [CH3:1][C:2]1[CH:7]=[C:6]([C:8]([CH3:10])=[O:9])[C:5]([OH:11])=[C:4]([N+:12]([O-:14])=[O:13])[CH:3]=1.[CH2:15]([O:22][C:23]1[CH:30]=[CH:29][C:26]([CH:27]=O)=[CH:25][C:24]=1[N+:31]([O-:33])=[O:32])[C:16]1[CH:21]=[CH:20][CH:19]=[CH:18][CH:17]=1.[OH-].[Na+].Cl, predict the reaction product. The product is: [CH2:15]([O:22][C:23]1[CH:30]=[CH:29][C:26](/[CH:27]=[CH:10]/[C:8]([C:6]2[CH:7]=[C:2]([CH3:1])[CH:3]=[C:4]([N+:12]([O-:14])=[O:13])[C:5]=2[OH:11])=[O:9])=[CH:25][C:24]=1[N+:31]([O-:33])=[O:32])[C:16]1[CH:17]=[CH:18][CH:19]=[CH:20][CH:21]=1. (5) Given the reactants [Cl:1][C:2]1[CH:3]=[C:4]([CH:17]=[CH:18][CH:19]=1)[CH2:5][S:6][C:7]1[CH:8]=[C:9]([O:15][CH3:16])[C:10]([O:13][CH3:14])=[N:11][CH:12]=1.BrCC1C=C([F:28])C=C(Cl)C=1, predict the reaction product. The product is: [Cl:1][C:2]1[CH:3]=[C:4]([CH:17]=[C:18]([F:28])[CH:19]=1)[CH2:5][S:6][C:7]1[CH:8]=[C:9]([O:15][CH3:16])[C:10]([O:13][CH3:14])=[N:11][CH:12]=1.